Dataset: Forward reaction prediction with 1.9M reactions from USPTO patents (1976-2016). Task: Predict the product of the given reaction. (1) The product is: [Br:3][C:4]1[CH:5]=[C:6]([C:21]([OH:23])=[O:22])[CH:7]=[C:8]2[C:13]=1[O:12][C:11]([N:14]1[CH2:19][CH2:18][O:17][CH2:16][CH2:15]1)=[CH:10][C:9]2=[O:20]. Given the reactants [OH-].[Na+].[Br:3][C:4]1[CH:5]=[C:6]([C:21]([O:23]C)=[O:22])[CH:7]=[C:8]2[C:13]=1[O:12][C:11]([N:14]1[CH2:19][CH2:18][O:17][CH2:16][CH2:15]1)=[CH:10][C:9]2=[O:20], predict the reaction product. (2) Given the reactants CC(O[C:6](=[O:18])[NH:7][C@@H:8]1[CH2:14][CH2:13][CH2:12][CH2:11][N:10]([CH:15]=[O:16])[C:9]1=[O:17])(C)C.C(O)(C(F)(F)F)=O.ClC(Cl)(OC(=O)OC(Cl)(Cl)Cl)Cl.C([O-])(O)=O.[Na+].[Cl:43][C:44]1[CH:53]=[C:52]2[C:47]([C:48]([N:55]3[CH2:60][CH2:59][NH:58][CH2:57][CH2:56]3)=[CH:49][C:50]([NH2:54])=[N:51]2)=[CH:46][CH:45]=1, predict the reaction product. The product is: [NH2:54][C:50]1[CH:49]=[C:48]([N:55]2[CH2:56][CH2:57][N:58]([C:6]([NH:7][C@H:8]3[CH2:14][CH2:13][CH2:12][CH2:11][N:10]([CH:15]=[O:16])[C:9]3=[O:17])=[O:18])[CH2:59][CH2:60]2)[C:47]2[C:52](=[CH:53][C:44]([Cl:43])=[CH:45][CH:46]=2)[N:51]=1. (3) Given the reactants [C:1](Cl)(=[O:8])[C:2]1[CH:7]=[CH:6][CH:5]=[CH:4][CH:3]=1.[NH2:10][C:11]1[CH:12]=[C:13]([C@H:18]([CH2:23][NH:24]C(=O)C(F)(F)F)[CH2:19][C:20]([O-:22])=[O:21])[CH:14]=[CH:15][C:16]=1[Cl:17].C(N(C(C)C)CC)(C)C, predict the reaction product. The product is: [NH2:24][CH2:23][C@@H:18]([C:13]1[CH:14]=[CH:15][C:16]([Cl:17])=[C:11]([NH:10][C:1]([C:2]2[CH:7]=[CH:6][CH:5]=[CH:4][CH:3]=2)=[O:8])[CH:12]=1)[CH2:19][C:20]([OH:22])=[O:21]. (4) Given the reactants [F:1][C@H:2]1[C@@H:7]([NH:8][C:9]2[CH:16]=[CH:15][C:14]([C:17]3[N:22]=[C:21]([NH:23][C:24]4[CH:29]=[CH:28][C:27]([N:30]5[CH2:35][CH2:34][N:33]([CH:36]6[CH2:39][O:38][CH2:37]6)[CH2:32][CH2:31]5)=[CH:26][CH:25]=4)[N:20]=[CH:19][N:18]=3)=[CH:13][C:10]=2[C:11]#[N:12])[CH2:6][CH2:5][NH:4][CH2:3]1.[OH:40][C@@H:41]([CH3:45])[C:42](O)=[O:43].CN(C(ON1N=NC2C=CC=NC1=2)=[N+](C)C)C.F[P-](F)(F)(F)(F)F.O, predict the reaction product. The product is: [F:1][C@H:2]1[C@@H:7]([NH:8][C:9]2[CH:16]=[CH:15][C:14]([C:17]3[N:22]=[C:21]([NH:23][C:24]4[CH:29]=[CH:28][C:27]([N:30]5[CH2:31][CH2:32][N:33]([CH:36]6[CH2:39][O:38][CH2:37]6)[CH2:34][CH2:35]5)=[CH:26][CH:25]=4)[N:20]=[CH:19][N:18]=3)=[CH:13][C:10]=2[C:11]#[N:12])[CH2:6][CH2:5][N:4]([C:42](=[O:43])[C@@H:41]([OH:40])[CH3:45])[CH2:3]1. (5) Given the reactants [CH3:1][C:2]12[O:11][CH:8]([CH2:9][CH2:10]1)[CH:7]1[CH:3]2[C:4](=[O:13])[CH2:5][C:6]1=O.P(Cl)(Cl)(Cl)(Cl)[Cl:15], predict the reaction product. The product is: [Cl:15][C:6]1[CH:7]2[CH:3]([C:2]3([CH3:1])[O:11][CH:8]2[CH2:9][CH2:10]3)[C:4](=[O:13])[CH:5]=1. (6) Given the reactants [CH3:1][O:2][C:3](=[O:16])[C:4](=O)[CH:5](Cl)[C:6]1[CH:11]=[C:10]([F:12])[CH:9]=[C:8]([F:13])[CH:7]=1.[C:17]([NH2:20])(=[S:19])[CH3:18], predict the reaction product. The product is: [CH3:1][O:2][C:3]([C:4]1[N:20]=[C:17]([CH3:18])[S:19][C:5]=1[C:6]1[CH:11]=[C:10]([F:12])[CH:9]=[C:8]([F:13])[CH:7]=1)=[O:16].